From a dataset of Full USPTO retrosynthesis dataset with 1.9M reactions from patents (1976-2016). Predict the reactants needed to synthesize the given product. The reactants are: Cl[CH2:2][C:3]1[S:7][C:6]([NH:8][C:9](=[O:11])[CH3:10])=[N:5][CH:4]=1.[O:12]([CH:19]1[CH2:24][CH2:23][NH:22][CH2:21][CH2:20]1)[C:13]1[CH:18]=[CH:17][CH:16]=[CH:15][CH:14]=1. Given the product [O:12]([CH:19]1[CH2:24][CH2:23][N:22]([CH2:2][C:3]2[S:7][C:6]([NH:8][C:9](=[O:11])[CH3:10])=[N:5][CH:4]=2)[CH2:21][CH2:20]1)[C:13]1[CH:14]=[CH:15][CH:16]=[CH:17][CH:18]=1, predict the reactants needed to synthesize it.